From a dataset of Reaction yield outcomes from USPTO patents with 853,638 reactions. Predict the reaction yield, written as a fraction of the theoretical maximum amount of product (1.0 means a 100% yield; for example, 0.34 means a 34% yield). (1) The reactants are [ClH:1].C(OCC)C.[CH3:7][C:8]1[C:16]([O:17][C@@H:18]2[CH2:23][CH2:22][CH2:21][CH2:20][C@H:19]2[CH2:24][NH2:25])=[CH:15][CH:14]=[C:13]2[C:9]=1[CH:10]=[N:11][NH:12]2. The catalyst is CC(O)C. The product is [ClH:1].[CH3:7][C:8]1[C:16]([O:17][C@@H:18]2[CH2:23][CH2:22][CH2:21][CH2:20][C@H:19]2[CH2:24][NH2:25])=[CH:15][CH:14]=[C:13]2[C:9]=1[CH:10]=[N:11][NH:12]2. The yield is 0.810. (2) The reactants are F[C:2]1[CH:9]=[CH:8][C:5]([C:6]#[N:7])=[C:4]([C:10]([F:13])([F:12])[F:11])[CH:3]=1.[CH:14]1([CH2:17][NH2:18])[CH2:16][CH2:15]1.C(=O)([O-])[O-].[K+].[K+]. The catalyst is C(#N)C. The product is [CH:14]1([CH2:17][NH:18][C:2]2[CH:9]=[CH:8][C:5]([C:6]#[N:7])=[C:4]([C:10]([F:13])([F:12])[F:11])[CH:3]=2)[CH2:16][CH2:15]1. The yield is 0.990. (3) The reactants are Cl[CH:2]([C:12]1[CH:17]=[CH:16][C:15]([S:18]([C:21]2[CH:26]=[CH:25][CH:24]=[CH:23][CH:22]=2)(=[O:20])=[O:19])=[CH:14][N:13]=1)[CH2:3][C:4]1[CH:9]=[CH:8][C:7]([F:10])=[CH:6][C:5]=1[F:11].[OH-:27].[K+].[CH3:29]O. The catalyst is O. The product is [F:11][C:5]1[CH:6]=[C:7]([F:10])[CH:8]=[CH:9][C:4]=1[CH2:3][CH2:2][C:12]1[N:13]=[C:14]([O:27][CH3:29])[C:15]([S:18]([C:21]2[CH:26]=[CH:25][CH:24]=[CH:23][CH:22]=2)(=[O:20])=[O:19])=[CH:16][CH:17]=1. The yield is 0.720. (4) The reactants are [Si]([O:8][C:9]1[CH:10]=[C:11]2[C:16](=[CH:17][CH:18]=1)[CH:15]=[C:14]([C:19]#[C:20][CH2:21][CH2:22][NH:23][C:24](=[O:33])[O:25][CH2:26][C:27]1[CH:32]=[CH:31][CH:30]=[CH:29][CH:28]=1)[CH:13]=[CH:12]2)(C(C)(C)C)(C)C.[F-].C([N+](CCCC)(CCCC)CCCC)CCC. The catalyst is C1COCC1. The product is [OH:8][C:9]1[CH:10]=[C:11]2[C:16](=[CH:17][CH:18]=1)[CH:15]=[C:14]([C:19]#[C:20][CH2:21][CH2:22][NH:23][C:24](=[O:33])[O:25][CH2:26][C:27]1[CH:28]=[CH:29][CH:30]=[CH:31][CH:32]=1)[CH:13]=[CH:12]2. The yield is 0.960. (5) The reactants are [CH:1]1([N:4]2[CH2:12][C:11]3[C:6](=[CH:7][CH:8]=[C:9]([CH:13]4[CH2:17][CH2:16][C@:15]([C:22]5[CH:27]=[CH:26][CH:25]=[C:24]([F:28])[C:23]=5[CH3:29])([C:18]([O:20]C)=[O:19])[CH2:14]4)[CH:10]=3)[C:5]2=[O:30])[CH2:3][CH2:2]1.[OH-].[K+]. The catalyst is CO. The product is [CH:1]1([N:4]2[CH2:12][C:11]3[C:6](=[CH:7][CH:8]=[C:9]([CH:13]4[CH2:17][CH2:16][C@:15]([C:22]5[CH:27]=[CH:26][CH:25]=[C:24]([F:28])[C:23]=5[CH3:29])([C:18]([OH:20])=[O:19])[CH2:14]4)[CH:10]=3)[C:5]2=[O:30])[CH2:2][CH2:3]1. The yield is 0.430. (6) The reactants are [CH3:1][C:2]([C:13]1[NH:14][C:15]2[C:20]([CH:21]=1)=[CH:19][C:18]([N+:22]([O-])=O)=[CH:17][CH:16]=2)([CH3:12])[CH2:3][NH:4][C:5](=[O:11])[O:6][C:7]([CH3:10])([CH3:9])[CH3:8].C([O-])=O.[NH4+]. The catalyst is C1COCC1.O.[Pd]. The product is [NH2:22][C:18]1[CH:19]=[C:20]2[C:15](=[CH:16][CH:17]=1)[NH:14][C:13]([C:2]([CH3:12])([CH3:1])[CH2:3][NH:4][C:5](=[O:11])[O:6][C:7]([CH3:9])([CH3:8])[CH3:10])=[CH:21]2. The yield is 0.800.